This data is from Forward reaction prediction with 1.9M reactions from USPTO patents (1976-2016). The task is: Predict the product of the given reaction. Given the reactants [CH3:1][C:2]1[CH:3]=[C:4]([CH:32]=[C:33]([CH3:35])[CH:34]=1)[O:5][C:6]1[CH:11]=[C:10]([CH3:12])[C:9]([N+:13]([O-])=O)=[CH:8][C:7]=1[S:16]([N:19]1[CH2:24][CH2:23][N:22]([C:25]([O:27][C:28]([CH3:31])([CH3:30])[CH3:29])=[O:26])[CH2:21][CH2:20]1)(=[O:18])=[O:17].[CH3:36]OC(OC)N(C)C.N1CCCC1.C([O-])(=O)C.[NH4+].[Cl-].[OH-].[Na+], predict the reaction product. The product is: [CH3:1][C:2]1[CH:3]=[C:4]([CH:32]=[C:33]([CH3:35])[CH:34]=1)[O:5][C:6]1[CH:11]=[C:10]2[C:9](=[CH:8][C:7]=1[S:16]([N:19]1[CH2:24][CH2:23][N:22]([C:25]([O:27][C:28]([CH3:31])([CH3:30])[CH3:29])=[O:26])[CH2:21][CH2:20]1)(=[O:18])=[O:17])[NH:13][CH:36]=[CH:12]2.